From a dataset of Peptide-MHC class II binding affinity with 134,281 pairs from IEDB. Regression. Given a peptide amino acid sequence and an MHC pseudo amino acid sequence, predict their binding affinity value. This is MHC class II binding data. (1) The peptide sequence is AGAEPAGKATTEEQK. The MHC is HLA-DPA10201-DPB10501 with pseudo-sequence HLA-DPA10201-DPB10501. The binding affinity (normalized) is 0. (2) The peptide sequence is EKKYFAHTQFEPLAA. The MHC is HLA-DPA10201-DPB10101 with pseudo-sequence HLA-DPA10201-DPB10101. The binding affinity (normalized) is 0.944. (3) The peptide sequence is HGSEEWEPLTKKGNVWEVKS. The MHC is HLA-DQA10401-DQB10402 with pseudo-sequence HLA-DQA10401-DQB10402. The binding affinity (normalized) is 0. (4) The peptide sequence is FYCDPKRFFLPVFSD. The MHC is DRB1_0101 with pseudo-sequence DRB1_0101. The binding affinity (normalized) is 0.438. (5) The peptide sequence is ESWGAIWRIDT. The MHC is DRB1_0301 with pseudo-sequence DRB1_0301. The binding affinity (normalized) is 0.478. (6) The peptide sequence is FLATRIFGRRSIPVN. The MHC is DRB1_0301 with pseudo-sequence DRB1_0301. The binding affinity (normalized) is 0.582. (7) The peptide sequence is GPLIEGNTSLLWNGP. The MHC is DRB1_1301 with pseudo-sequence DRB1_1301. The binding affinity (normalized) is 0.330. (8) The peptide sequence is VTLEADVILPIGTRS. The MHC is DRB1_1101 with pseudo-sequence DRB1_1101. The binding affinity (normalized) is 0.342. (9) The peptide sequence is EGATPEAKYDAYVAT. The MHC is DRB5_0101 with pseudo-sequence DRB5_0101. The binding affinity (normalized) is 0.0699.